This data is from Full USPTO retrosynthesis dataset with 1.9M reactions from patents (1976-2016). The task is: Predict the reactants needed to synthesize the given product. (1) Given the product [Br:8][C:5]1[CH:6]=[CH:7][C:2]2[N:1]=[CH:22][N:9]([CH:10]3[CH2:14][CH2:13][N:12]([C:15]([O:17][C:18]([CH3:21])([CH3:20])[CH3:19])=[O:16])[CH2:11]3)[C:3]=2[CH:4]=1, predict the reactants needed to synthesize it. The reactants are: [NH2:1][C:2]1[CH:7]=[CH:6][C:5]([Br:8])=[CH:4][C:3]=1[NH:9][CH:10]1[CH2:14][CH2:13][N:12]([C:15]([O:17][C:18]([CH3:21])([CH3:20])[CH3:19])=[O:16])[CH2:11]1.[CH:22](OC)(OC)OC. (2) Given the product [N+:12]([C:8]1[CH:9]=[CH:10][CH:11]=[C:4]([S:27][C:21]2[CH:26]=[CH:25][CH:24]=[CH:23][CH:22]=2)[C:5]=1[C:6]#[N:7])([O-:14])=[O:13], predict the reactants needed to synthesize it. The reactants are: [N+]([C:4]1[CH:11]=[CH:10][CH:9]=[C:8]([N+:12]([O-:14])=[O:13])[C:5]=1[C:6]#[N:7])([O-])=O.C([O-])([O-])=O.[K+].[K+].[C:21]1([SH:27])[CH:26]=[CH:25][CH:24]=[CH:23][CH:22]=1.O. (3) Given the product [F:8][C:4]1[CH:5]=[CH:6][CH:7]=[C:2]([NH:21][CH2:14][C:15]2[CH:20]=[CH:19][CH:18]=[CH:17][CH:16]=2)[C:3]=1[C:9](=[O:13])[CH2:10][CH2:11][CH3:12], predict the reactants needed to synthesize it. The reactants are: F[C:2]1[CH:7]=[CH:6][CH:5]=[C:4]([F:8])[C:3]=1[C:9](=[O:13])[CH2:10][CH2:11][CH3:12].[CH2:14]([NH2:21])[C:15]1[CH:20]=[CH:19][CH:18]=[CH:17][CH:16]=1.C(=O)([O-])[O-].[K+].[K+].O. (4) The reactants are: CS(O[CH2:6][CH2:7][C:8]1[N:12]([CH3:13])[N:11]=[CH:10][CH:9]=1)(=O)=O.[N-:14]=[N+]=[N-].[Na+].O. Given the product [CH3:13][N:12]1[C:8]([CH2:7][CH2:6][NH2:14])=[CH:9][CH:10]=[N:11]1, predict the reactants needed to synthesize it. (5) The reactants are: C(Cl)(=O)C=C.[Cl:6][C:7]1[C:8]([NH:20][C:21]2[CH:22]=[C:23]([N:28](C)[C:29](=O)C=C)[CH:24]=[CH:25][C:26]=2[F:27])=[N:9][C:10]([NH:13][C:14]2[CH:15]=[N:16][N:17]([CH3:19])[CH:18]=2)=[N:11][CH:12]=1. Given the product [Cl:6][C:7]1[C:8]([NH:20][C:21]2[CH:22]=[C:23]([NH:28][CH3:29])[CH:24]=[CH:25][C:26]=2[F:27])=[N:9][C:10]([NH:13][C:14]2[CH:15]=[N:16][N:17]([CH3:19])[CH:18]=2)=[N:11][CH:12]=1, predict the reactants needed to synthesize it.